Task: Predict the reactants needed to synthesize the given product.. Dataset: Full USPTO retrosynthesis dataset with 1.9M reactions from patents (1976-2016) (1) Given the product [CH2:20]([N:14]1[CH:13]=[C:12]2[C:16]([C:17]([CH3:19])=[CH:18][C:10]([NH2:2])=[CH:11]2)=[N:15]1)[CH3:21], predict the reactants needed to synthesize it. The reactants are: C[N:2]1C(=O)CCC1.N.Br[C:10]1[CH:18]=[C:17]([CH3:19])[C:16]2[C:12](=[CH:13][N:14]([CH2:20][CH3:21])[N:15]=2)[CH:11]=1. (2) The reactants are: [C:1]([NH:4][NH:5][C:6]([C:8]1[NH:9][C:10]([C:13]2[CH:18]=[C:17]([O:19][C@@H:20]([CH3:24])[CH2:21][O:22][CH3:23])[CH:16]=[C:15]([O:25][C:26]3[CH:31]=[CH:30][C:29]([C:32]([N:34]4[CH2:37][CH2:36][CH2:35]4)=[O:33])=[CH:28][C:27]=3[F:38])[CH:14]=2)=[CH:11][CH:12]=1)=O)(=[O:3])[CH3:2].C(N(CC)CC)C.C1(C)C=CC(S(Cl)(=O)=O)=CC=1. Given the product [N:34]1([C:32]([C:29]2[CH:30]=[CH:31][C:26]([O:25][C:15]3[CH:14]=[C:13]([C:10]4[NH:9][C:8]([C:6]5[O:3][C:1]([CH3:2])=[N:4][N:5]=5)=[CH:12][CH:11]=4)[CH:18]=[C:17]([O:19][C@@H:20]([CH3:24])[CH2:21][O:22][CH3:23])[CH:16]=3)=[C:27]([F:38])[CH:28]=2)=[O:33])[CH2:35][CH2:36][CH2:37]1, predict the reactants needed to synthesize it. (3) The reactants are: [C:1]([O-:4])(=[O:3])[CH3:2].[Pb+4:5].[C:6]([O-:9])(=[O:8])[CH3:7].[C:10]([O-:13])(=[O:12])[CH3:11].C([O-])(=O)C.[Br:18][C:19]1[CH:20]=[CH:21][C:22]([CH:28]2[CH2:30][CH2:29]2)=[C:23](B(O)O)[CH:24]=1.C(=O)([O-])[O-].[K+].[K+]. Given the product [C:1]([O-:4])(=[O:3])[CH3:2].[C:6]([O-:9])(=[O:8])[CH3:7].[C:10]([O-:13])(=[O:12])[CH3:11].[Br:18][C:19]1[CH:20]=[CH:21][C:22]([CH:28]2[CH2:30][CH2:29]2)=[C:23]([Pb+3:5])[CH:24]=1, predict the reactants needed to synthesize it. (4) Given the product [Cl:5][C:6]1[CH:10]=[C:9]([C:11]([NH:4][CH2:3][CH2:1][OH:2])=[O:12])[NH:8][C:7]=1[C:14]([O:16][CH3:17])=[O:15], predict the reactants needed to synthesize it. The reactants are: [CH2:1]([CH2:3][NH2:4])[OH:2].[Cl:5][C:6]1[CH:10]=[C:9]([C:11](Cl)=[O:12])[NH:8][C:7]=1[C:14]([O:16][CH3:17])=[O:15]. (5) Given the product [C:37]([C:34]1[N:35]=[CH:36][C:31]([C:2]2[CH:3]=[CH:4][C:5]3[N:11]4[CH2:12][C@H:8]([CH2:9][CH2:10]4)[N:7]([C:13]([NH:15][C:16]4[CH:21]=[N:20][CH:19]=[CH:18][N:17]=4)=[O:14])[C:6]=3[N:22]=2)=[CH:32][CH:33]=1)#[N:38], predict the reactants needed to synthesize it. The reactants are: Cl[C:2]1[CH:3]=[CH:4][C:5]2[N:11]3[CH2:12][C@H:8]([CH2:9][CH2:10]3)[N:7]([C:13]([NH:15][C:16]3[CH:21]=[N:20][CH:19]=[CH:18][N:17]=3)=[O:14])[C:6]=2[N:22]=1.CC1(C)C(C)(C)OB([C:31]2[CH:32]=[CH:33][C:34]([C:37]#[N:38])=[N:35][CH:36]=2)O1.[O-]P([O-])([O-])=O.[K+].[K+].[K+].CC(C1C=C(C(C)C)C(C2C=CC=CC=2P(C2CCCCC2)C2CCCCC2)=C(C(C)C)C=1)C.